This data is from Full USPTO retrosynthesis dataset with 1.9M reactions from patents (1976-2016). The task is: Predict the reactants needed to synthesize the given product. (1) Given the product [F:1][C:2]1[CH:34]=[CH:33][CH:32]=[C:31]([F:35])[C:3]=1[CH2:4][C:5]1[CH:10]=[CH:9][CH:8]=[C:7]([O:11][CH3:12])[C:6]=1[N:13]([S:18]([C:21]1[CH:26]=[CH:25][C:24]([O:27][CH3:28])=[C:23]([O:29][CH3:30])[CH:22]=1)(=[O:19])=[O:20])[CH2:14][C:15]([NH:38][CH2:36][CH3:37])=[O:17], predict the reactants needed to synthesize it. The reactants are: [F:1][C:2]1[CH:34]=[CH:33][CH:32]=[C:31]([F:35])[C:3]=1[CH2:4][C:5]1[CH:10]=[CH:9][CH:8]=[C:7]([O:11][CH3:12])[C:6]=1[N:13]([S:18]([C:21]1[CH:26]=[CH:25][C:24]([O:27][CH3:28])=[C:23]([O:29][CH3:30])[CH:22]=1)(=[O:20])=[O:19])[CH2:14][C:15]([OH:17])=O.[CH2:36]([N:38]1CCOCC1)[CH3:37].ClC(OCC)=O.C(N)C. (2) Given the product [O:44]1[C:40]2[CH:39]=[CH:38][C:37]([C:2]3[CH:7]=[CH:6][C:5]([C:8]4[N:13]([CH2:14][C@@H:15]5[CH2:19][CH2:18][N:17]([C:20]([CH:22]6[CH2:24][CH2:23]6)=[O:21])[CH2:16]5)[C:12](=[O:25])[C:11]([CH3:26])=[C:10]([CH3:27])[N:9]=4)=[C:4]([F:28])[CH:3]=3)=[CH:45][C:41]=2[CH:42]=[CH:43]1, predict the reactants needed to synthesize it. The reactants are: Br[C:2]1[CH:7]=[CH:6][C:5]([C:8]2[N:13]([CH2:14][C@@H:15]3[CH2:19][CH2:18][N:17]([C:20]([CH:22]4[CH2:24][CH2:23]4)=[O:21])[CH2:16]3)[C:12](=[O:25])[C:11]([CH3:26])=[C:10]([CH3:27])[N:9]=2)=[C:4]([F:28])[CH:3]=1.CC1(C)C(C)(C)OB([C:37]2[CH:38]=[CH:39][C:40]3[O:44][CH:43]=[CH:42][C:41]=3[CH:45]=2)O1. (3) Given the product [C:1]([O:5][C:6](=[O:7])[NH:8][C@@H:9]1[CH2:14][CH2:13][NH:12][CH2:11][C@H:10]1[O:25][Si:26]([C:29]([CH3:32])([CH3:31])[CH3:30])([CH3:27])[CH3:28])([CH3:4])([CH3:2])[CH3:3], predict the reactants needed to synthesize it. The reactants are: [C:1]([O:5][C:6]([NH:8][C@@H:9]1[CH2:14][CH2:13][N:12](C(OCC2C=CC=CC=2)=O)[CH2:11][C@H:10]1[O:25][Si:26]([C:29]([CH3:32])([CH3:31])[CH3:30])([CH3:28])[CH3:27])=[O:7])([CH3:4])([CH3:3])[CH3:2]. (4) Given the product [CH3:19][O:18][C:16]([C:13]1[N:14]=[CH:15][N:11]([C:4]2[CH:5]=[CH:6][CH:7]=[C:2]([Cl:1])[CH:3]=2)[N:12]=1)=[O:17], predict the reactants needed to synthesize it. The reactants are: [Cl:1][C:2]1[CH:3]=[C:4](B(O)O)[CH:5]=[CH:6][CH:7]=1.[NH:11]1[CH:15]=[N:14][C:13]([C:16]([O:18][CH3:19])=[O:17])=[N:12]1.N1C=CC=CC=1.